This data is from hERG potassium channel inhibition data for cardiac toxicity prediction from Karim et al.. The task is: Regression/Classification. Given a drug SMILES string, predict its toxicity properties. Task type varies by dataset: regression for continuous values (e.g., LD50, hERG inhibition percentage) or binary classification for toxic/non-toxic outcomes (e.g., AMES mutagenicity, cardiotoxicity, hepatotoxicity). Dataset: herg_karim. (1) The drug is CSc1cc(Nc2cnc(C#N)c(O[C@H](C)CN(C)C)n2)ncc1-c1cnn(C)c1. The result is 1 (blocker). (2) The compound is CC1CCN(CCCOc2ccc(=O)n(-c3ccc(Cl)c(Cl)c3)n2)CC1. The result is 1 (blocker). (3) The compound is COc1cnc(C(=O)Nc2cc(F)c(F)c([C@]3(C)C[C@@H](c4c(C)noc4C)SC(N)=N3)c2)cn1. The result is 1 (blocker).